Task: Predict the reactants needed to synthesize the given product.. Dataset: Full USPTO retrosynthesis dataset with 1.9M reactions from patents (1976-2016) (1) Given the product [CH:1]1([C@@H:7]([NH:9][C:10]([C:12]2[C:21]3[C:16](=[CH:17][CH:18]=[CH:19][CH:20]=3)[N:15]=[C:14]([C:22]3[S:23][CH:24]=[CH:25][CH:26]=3)[C:13]=2[CH2:27][N:28]2[CH2:33][CH2:32][N:31]([CH2:34][CH2:35][C:36]([N:40]3[CH2:45][CH2:44][O:43][CH2:42][CH2:41]3)=[O:38])[C:30](=[O:39])[CH2:29]2)=[O:11])[CH3:8])[CH2:6][CH2:5][CH2:4][CH2:3][CH2:2]1, predict the reactants needed to synthesize it. The reactants are: [CH:1]1([C@@H:7]([NH:9][C:10]([C:12]2[C:21]3[C:16](=[CH:17][CH:18]=[CH:19][CH:20]=3)[N:15]=[C:14]([C:22]3[S:23][CH:24]=[CH:25][CH:26]=3)[C:13]=2[CH2:27][N:28]2[CH2:33][CH2:32][N:31]([CH2:34][CH2:35][C:36]([OH:38])=O)[C:30](=[O:39])[CH2:29]2)=[O:11])[CH3:8])[CH2:6][CH2:5][CH2:4][CH2:3][CH2:2]1.[NH:40]1[CH2:45][CH2:44][O:43][CH2:42][CH2:41]1. (2) The reactants are: [CH:1]1([NH:7][C:8]([C:10]2[N:11]([C:16]3[CH:21]=[CH:20][C:19]([OH:22])=[CH:18][CH:17]=3)[N:12]=[C:13]([CH3:15])[CH:14]=2)=[O:9])[CH2:6][CH2:5][CH2:4][CH2:3][CH2:2]1.[C:40]1(P([C:36]2[CH:41]=[CH:40][CH:39]=[CH:38]C=2)[C:40]2[CH:41]=[CH:36]C=[CH:38][CH:39]=2)[CH:41]=[CH:36]C=[CH:38][CH:39]=1.[CH3:54][CH:53]([O:52][C:50](/[N:49]=[N:49]/[C:50]([O:52][CH:53]([CH3:55])[CH3:54])=[O:51])=[O:51])[CH3:55].O1CCC[CH2:57]1. Given the product [C:53]([O:52][C:50]([N:49]1[CH2:38][CH2:39][CH:40]([O:22][C:19]2[CH:20]=[CH:21][C:16]([N:11]3[C:10]([C:8](=[O:9])[NH:7][CH:1]4[CH2:2][CH2:3][CH2:4][CH2:5][CH2:6]4)=[CH:14][C:13]([CH3:15])=[N:12]3)=[CH:17][CH:18]=2)[CH2:41][CH2:36]1)=[O:51])([CH3:55])([CH3:57])[CH3:54], predict the reactants needed to synthesize it. (3) The reactants are: I[C:2]1[CH:3]=[C:4]([CH:6]=[CH:7][CH:8]=1)[NH2:5].[CH3:9][C:10]([CH3:14])([CH3:13])[C:11]#[CH:12].O. Given the product [CH3:9][C:10]([CH3:14])([CH3:13])[C:11]#[C:12][C:2]1[CH:3]=[C:4]([CH:6]=[CH:7][CH:8]=1)[NH2:5], predict the reactants needed to synthesize it. (4) Given the product [CH3:34][O:33][CH2:32][CH2:31][N:1]1[CH2:5][CH2:4][C@H:3]([N:6]([CH2:19][C:20]2[CH:25]=[CH:24][CH:23]=[CH:22][C:21]=2[C:26]([F:27])([F:28])[F:29])[C:7]2[CH:14]=[CH:13][C:10]([C:11]#[N:12])=[C:9]([C:15]([F:17])([F:18])[F:16])[CH:8]=2)[CH2:2]1, predict the reactants needed to synthesize it. The reactants are: [NH:1]1[CH2:5][CH2:4][C@H:3]([N:6]([CH2:19][C:20]2[CH:25]=[CH:24][CH:23]=[CH:22][C:21]=2[C:26]([F:29])([F:28])[F:27])[C:7]2[CH:14]=[CH:13][C:10]([C:11]#[N:12])=[C:9]([C:15]([F:18])([F:17])[F:16])[CH:8]=2)[CH2:2]1.Br[CH2:31][CH2:32][O:33][CH3:34].